From a dataset of Peptide-MHC class II binding affinity with 134,281 pairs from IEDB. Regression. Given a peptide amino acid sequence and an MHC pseudo amino acid sequence, predict their binding affinity value. This is MHC class II binding data. (1) The peptide sequence is QEYHRLIHSLAKTNN. The MHC is H-2-IAb with pseudo-sequence H-2-IAb. The binding affinity (normalized) is 0.152. (2) The peptide sequence is DERGKMIPSDLERRILEAKQ. The MHC is DRB1_0401 with pseudo-sequence DRB1_0401. The binding affinity (normalized) is 0.424. (3) The peptide sequence is VSSDQSALSEFIKFA. The MHC is DRB1_0404 with pseudo-sequence DRB1_0404. The binding affinity (normalized) is 0.382. (4) The peptide sequence is NYLALLVKYVNGDGD. The MHC is DRB1_1501 with pseudo-sequence DRB1_1501. The binding affinity (normalized) is 0.461. (5) The peptide sequence is GKAGCQTYKWETFLT. The MHC is DRB3_0202 with pseudo-sequence DRB3_0202. The binding affinity (normalized) is 0.